Task: Predict the reaction yield, written as a fraction of the theoretical maximum amount of product (1.0 means a 100% yield; for example, 0.34 means a 34% yield).. Dataset: Reaction yield outcomes from USPTO patents with 853,638 reactions (1) The yield is 0.800. The product is [CH3:5][C:2]([C:6]1[CH:11]=[CH:10][C:9]([N+:12]([O-:14])=[O:13])=[CH:8][CH:7]=1)([CH3:1])[CH2:3][NH:4][C:22](=[O:23])[O:21][C:18]([CH3:20])([CH3:19])[CH3:17]. The reactants are [CH3:1][C:2]([C:6]1[CH:11]=[CH:10][C:9]([N+:12]([O-:14])=[O:13])=[CH:8][CH:7]=1)([CH3:5])[CH2:3][NH2:4].[OH-].[Na+].[CH3:17][C:18]([O:21][C:22](O[C:22]([O:21][C:18]([CH3:20])([CH3:19])[CH3:17])=[O:23])=[O:23])([CH3:20])[CH3:19].OS([O-])(=O)=O.[K+]. The catalyst is O1CCOCC1.O. (2) The reactants are [OH:1][CH2:2][C@@H:3]1[CH2:6][CH2:5][C@H:4]1[C:7]([O:9][CH3:10])=[O:8].[F:11][C:12]([F:20])(S(F)(=O)=O)C(O)=O.C([O-])(O)=O.[Na+]. The catalyst is C(#N)C. The product is [F:11][CH:12]([F:20])[O:1][CH2:2][C@@H:3]1[CH2:6][CH2:5][C@H:4]1[C:7]([O:9][CH3:10])=[O:8]. The yield is 0.800. (3) No catalyst specified. The product is [Cl:1][C:2]1[CH:21]=[CH:20][C:5]([NH:6][C:7]2[C:16]3[C:11](=[CH:12][C:13]([O:19][CH2:25][C:26]4[CH:31]=[CH:30][CH:29]=[CH:28][N:27]=4)=[C:14]([O:17][CH3:18])[CH:15]=3)[N:10]=[CH:9][N:8]=2)=[C:4]([F:22])[CH:3]=1. The yield is 0.330. The reactants are [Cl:1][C:2]1[CH:21]=[CH:20][C:5]([NH:6][C:7]2[C:16]3[C:11](=[CH:12][C:13]([OH:19])=[C:14]([O:17][CH3:18])[CH:15]=3)[N:10]=[CH:9][N:8]=2)=[C:4]([F:22])[CH:3]=1.Cl.Cl[CH2:25][C:26]1[CH:31]=[CH:30][CH:29]=[CH:28][N:27]=1. (4) The reactants are [CH2:1]([O:8][C:9]1[CH:10]=[CH:11][CH:12]=[C:13]2[C:18]=1[N:17]=[C:16](Cl)[CH:15]=[CH:14]2)[C:2]1[CH:7]=[CH:6][CH:5]=[CH:4][CH:3]=1.[CH3:20][O:21][CH2:22][CH2:23][O:24][C:25]1[CH:30]=[CH:29][N:28]2[CH:31]=[CH:32][N:33]=[C:27]2[CH:26]=1.C([O-])([O-])=O.[K+].[K+].O1CCOCC1.O. The catalyst is C(Cl)Cl.C1C=CC([P]([Pd]([P](C2C=CC=CC=2)(C2C=CC=CC=2)C2C=CC=CC=2)([P](C2C=CC=CC=2)(C2C=CC=CC=2)C2C=CC=CC=2)[P](C2C=CC=CC=2)(C2C=CC=CC=2)C2C=CC=CC=2)(C2C=CC=CC=2)C2C=CC=CC=2)=CC=1.CC([O-])=O.CC([O-])=O.[Pd+2]. The product is [CH2:1]([O:8][C:9]1[CH:10]=[CH:11][CH:12]=[C:13]2[C:18]=1[N:17]=[C:16]([C:31]1[N:28]3[CH:29]=[CH:30][C:25]([O:24][CH2:23][CH2:22][O:21][CH3:20])=[CH:26][C:27]3=[N:33][CH:32]=1)[CH:15]=[CH:14]2)[C:2]1[CH:7]=[CH:6][CH:5]=[CH:4][CH:3]=1. The yield is 0.690. (5) The reactants are CP(C)CCP(C)C.[Br:9][C:10]1[CH:11]=[C:12]([Cl:16])[CH:13]=[CH:14][CH:15]=1.[B]1OC(C)(C)C(C)(C)[O:18]1.B.OOS([O-])=O.[K+]. The catalyst is CC(C)=O.O.C1CC=CCCC=C1.C1C=C[C]2[CH][CH][CH][C]2C=1.[Ir]. The product is [Br:9][C:10]1[CH:15]=[C:14]([OH:18])[CH:13]=[C:12]([Cl:16])[CH:11]=1. The yield is 0.620. (6) The reactants are [C:1]([C:5]1[CH:13]=[CH:12][C:8]([C:9](O)=[O:10])=[C:7]([CH2:14][C:15]([OH:17])=O)[CH:6]=1)([CH3:4])([CH3:3])[CH3:2].[NH2:18]C(N)=O. No catalyst specified. The product is [C:1]([C:5]1[CH:6]=[C:7]2[C:8](=[CH:12][CH:13]=1)[C:9](=[O:10])[NH:18][C:15](=[O:17])[CH2:14]2)([CH3:4])([CH3:3])[CH3:2]. The yield is 0.550. (7) The reactants are [OH:1][CH:2]([CH3:37])[CH2:3][N:4]1[C:9](=[O:10])[C:8]([CH2:11][C:12]2[CH:17]=[CH:16][C:15]([C:18]3[CH:23]=[CH:22][CH:21]=[CH:20][C:19]=3[C:24]3[NH:28][C:27](=[O:29])[O:26][N:25]=3)=[CH:14][CH:13]=2)=[C:7]([CH2:30][CH2:31][CH3:32])[N:6]2[N:33]=[C:34]([CH3:36])[N:35]=[C:5]12.CC(OI1(OC(C)=O)(OC(C)=O)OC(=O)C2C=CC=CC1=2)=O.C(=O)([O-])O.[Na+].O.O.O.O.O.S([O-])([O-])(=O)=S.[Na+].[Na+]. The catalyst is C(OCC)(=O)C.C(#N)C. The yield is 0.620. The product is [CH3:36][C:34]1[N:35]=[C:5]2[N:4]([CH2:3][C:2](=[O:1])[CH3:37])[C:9](=[O:10])[C:8]([CH2:11][C:12]3[CH:13]=[CH:14][C:15]([C:18]4[CH:23]=[CH:22][CH:21]=[CH:20][C:19]=4[C:24]4[NH:28][C:27](=[O:29])[O:26][N:25]=4)=[CH:16][CH:17]=3)=[C:7]([CH2:30][CH2:31][CH3:32])[N:6]2[N:33]=1.